From a dataset of Reaction yield outcomes from USPTO patents with 853,638 reactions. Predict the reaction yield, written as a fraction of the theoretical maximum amount of product (1.0 means a 100% yield; for example, 0.34 means a 34% yield). (1) The reactants are [CH3:1][O:2][C:3](=[O:13])[C:4]#[C:5][C:6]1[CH:11]=[CH:10][C:9]([F:12])=[CH:8][CH:7]=1.[C:14]([O:18][C:19]([N:21]1[C:30]2[C:25](=[CH:26][CH:27]=[C:28]([CH2:31][CH2:32][O:33][C:34]3[CH:35]=[C:36]4[C:40](=[CH:41][CH:42]=3)[NH:39][CH:38]=[CH:37]4)[N:29]=2)[CH2:24][CH2:23][CH2:22]1)=[O:20])([CH3:17])([CH3:16])[CH3:15]. No catalyst specified. The product is [C:14]([O:18][C:19]([N:21]1[C:30]2[C:25](=[CH:26][CH:27]=[C:28]([CH2:31][CH2:32][O:33][C:34]3[CH:35]=[C:36]4[C:40](=[CH:41][CH:42]=3)[N:39]([C:5]([C:6]3[CH:11]=[CH:10][C:9]([F:12])=[CH:8][CH:7]=3)=[CH:4][C:3]([O:2][CH3:1])=[O:13])[CH:38]=[CH:37]4)[N:29]=2)[CH2:24][CH2:23][CH2:22]1)=[O:20])([CH3:17])([CH3:15])[CH3:16]. The yield is 0.730. (2) The reactants are [CH2:1]1[CH:9]2[CH:4]([CH2:5][CH2:6][CH2:7][CH2:8]2)[CH2:3]C1C(O)=O.[Li]C.[CH3:15][C:16]([CH3:18])=[O:17].C1CNC(=O)C1.[Br:25][Br-]Br. The catalyst is CO. The product is [Br:25][CH2:15][C:16]([CH:18]1[CH2:1][CH:9]2[CH:4]([CH2:5][CH2:6][CH2:7][CH2:8]2)[CH2:3]1)=[O:17]. The yield is 0.840. (3) The reactants are CN(C)/[CH:3]=[CH:4]/[C:5]([C:7]1[CH:8]=[N:9][CH:10]=[N:11][CH:12]=1)=O.[N+]([O-])(O)=O.[CH3:18][C:19]1[CH:24]=[CH:23][C:22]([N+:25]([O-:27])=[O:26])=[CH:21][C:20]=1[NH:28][C:29]([NH2:31])=[NH:30].[OH-].[Na+]. The catalyst is C(O)(C)C. The product is [CH3:18][C:19]1[CH:24]=[CH:23][C:22]([N+:25]([O-:27])=[O:26])=[CH:21][C:20]=1[NH:28][C:29]1[N:31]=[C:5]([C:7]2[CH:8]=[N:9][CH:10]=[N:11][CH:12]=2)[CH:4]=[CH:3][N:30]=1. The yield is 0.700. (4) The reactants are Br[CH:2]1[C:10]2[C:5](=[CH:6][CH:7]=[C:8]([Br:11])[CH:9]=2)[C:4](=[O:12])[O:3]1.[OH-:13].[Na+].C. The catalyst is O. The product is [Br:11][C:8]1[CH:7]=[CH:6][C:5]([C:4]([OH:3])=[O:12])=[C:10]([CH:2]=[O:13])[CH:9]=1. The yield is 0.890. (5) The reactants are C(O[C:6](=[O:28])[NH:7][C@@H:8]([CH2:21][C:22]1[CH:27]=[CH:26][CH:25]=[CH:24][CH:23]=1)[CH:9]([C:11](=[O:20])[NH:12][CH2:13][C:14]1[CH:19]=[CH:18][CH:17]=[CH:16][CH:15]=1)[OH:10])(C)(C)C.FC(F)(F)C(O)=O.[CH3:36][O:37][C:38]1[CH:43]=[CH:42][C:41]([CH2:44][C@H:45]([NH:49][C:50](=[O:66])[C@@H:51]([NH:53][C:54]([C:56]2[N:64]([CH3:65])[C:63]3[C:58](=[N:59][CH:60]=[CH:61][CH:62]=3)[CH:57]=2)=[O:55])[CH3:52])C(O)=O)=[CH:40][CH:39]=1.C(N(CC)C(C)C)(C)C.CN(C(ON1N=NC2C=CC=NC1=2)=[N+](C)C)C.F[P-](F)(F)(F)(F)F. The catalyst is ClCCl.CN(C=O)C. The product is [CH2:21]([C@H:8]([NH:7][C:6]([C@@H:45]([NH:49][C:50]([C@@H:51]([NH:53][C:54]([C:56]1[N:64]([CH3:65])[C:63]2[C:58](=[N:59][CH:60]=[CH:61][CH:62]=2)[CH:57]=1)=[O:55])[CH3:52])=[O:66])[CH2:44][C:41]1[CH:42]=[CH:43][C:38]([O:37][CH3:36])=[CH:39][CH:40]=1)=[O:28])[CH:9]([C:11](=[O:20])[NH:12][CH2:13][C:14]1[CH:15]=[CH:16][CH:17]=[CH:18][CH:19]=1)[OH:10])[C:22]1[CH:23]=[CH:24][CH:25]=[CH:26][CH:27]=1. The yield is 0.710.